From a dataset of Forward reaction prediction with 1.9M reactions from USPTO patents (1976-2016). Predict the product of the given reaction. (1) Given the reactants [Cl:1][C:2]1[CH:3]=[C:4]([CH:20]=[CH:21][CH:22]=1)[C:5]([C@@H:7]1[CH2:12][CH2:11][CH2:10][N:9]([C:13]([O:15][C:16]([CH3:19])([CH3:18])[CH3:17])=[O:14])[CH2:8]1)=[O:6].C1(C)C=CC=CC=1, predict the reaction product. The product is: [Cl:1][C:2]1[CH:3]=[C:4]([C@H:5]([OH:6])[C@@H:7]2[CH2:12][CH2:11][CH2:10][N:9]([C:13]([O:15][C:16]([CH3:18])([CH3:17])[CH3:19])=[O:14])[CH2:8]2)[CH:20]=[CH:21][CH:22]=1. (2) The product is: [CH2:2]([O:4][C:5]([C:7]1[C:8]2[S:16][CH:15]=[C:14]([CH2:17][O:18][C:19]3[CH:24]=[CH:23][CH:22]=[C:21]([O:25][C:26]4[CH:31]=[CH:30][CH:29]=[CH:28][CH:27]=4)[CH:20]=3)[C:9]=2[C:10]([NH2:1])=[N:11][CH:12]=1)=[O:6])[CH3:3]. Given the reactants [NH3:1].[CH2:2]([O:4][C:5]([C:7]1[C:8]2[S:16][CH:15]=[C:14]([CH2:17][O:18][C:19]3[CH:24]=[CH:23][CH:22]=[C:21]([O:25][C:26]4[CH:31]=[CH:30][CH:29]=[CH:28][CH:27]=4)[CH:20]=3)[C:9]=2[C:10](Cl)=[N:11][CH:12]=1)=[O:6])[CH3:3], predict the reaction product.